From a dataset of Reaction yield outcomes from USPTO patents with 853,638 reactions. Predict the reaction yield, written as a fraction of the theoretical maximum amount of product (1.0 means a 100% yield; for example, 0.34 means a 34% yield). The reactants are [CH2:1]=[C:2]1[C:6](=[CH2:7])[S:5][C:4]([NH2:8])=[N:3]1.[Br:9][CH2:10][CH2:11][OH:12]. No catalyst specified. The product is [BrH:9].[NH:8]=[C:4]1[N:3]([CH2:10][CH2:11][OH:12])[C:2]([CH3:1])=[C:6]([CH3:7])[S:5]1. The yield is 0.470.